Predict the reaction yield, written as a fraction of the theoretical maximum amount of product (1.0 means a 100% yield; for example, 0.34 means a 34% yield). From a dataset of Reaction yield outcomes from USPTO patents with 853,638 reactions. (1) The reactants are [F:1][C:2]1[CH:9]=[CH:8][C:5]([CH2:6][NH2:7])=[CH:4][CH:3]=1.[CH3:10][O:11][CH:12]([O:15][CH3:16])[CH:13]=O.C(O[BH-](OC(=O)C)OC(=O)C)(=O)C.[Na+].C(=O)(O)[O-].[Na+]. The catalyst is O1CCCC1.C(OCC)(=O)C. The product is [F:1][C:2]1[CH:9]=[CH:8][C:5]([CH2:6][NH:7][CH2:13][CH:12]([O:15][CH3:16])[O:11][CH3:10])=[CH:4][CH:3]=1. The yield is 0.710. (2) The reactants are Br[C:2]1[C:7]([N+:8]([O-:10])=[O:9])=[CH:6][C:5]([O:11][CH3:12])=[CH:4][CH:3]=1.[B:13]1([B:13]2[O:17][C:16]([CH3:19])([CH3:18])[C:15]([CH3:21])([CH3:20])[O:14]2)[O:17][C:16]([CH3:19])([CH3:18])[C:15]([CH3:21])([CH3:20])[O:14]1.C([O-])(=O)C.[K+]. The catalyst is O1CCOCC1.C(OCC)(=O)C.C1C=CC(P(C2C=CC=CC=2)C2C=CC=CC=2)=CC=1.C1C=CC(P(C2C=CC=CC=2)C2C=CC=CC=2)=CC=1.Cl[Pd]Cl. The product is [CH3:12][O:11][C:5]1[CH:6]=[C:7]([N+:8]([O-:10])=[O:9])[CH:2]=[CH:3][C:4]=1[B:13]1[O:17][C:16]([CH3:19])([CH3:18])[C:15]([CH3:21])([CH3:20])[O:14]1. The yield is 0.580. (3) The reactants are [F:1][C:2]1[CH:18]=[CH:17][CH:16]=[C:15]([F:19])[C:3]=1[C:4]([NH:6][C:7]1[C:8]([C:12]([OH:14])=O)=[N:9][NH:10][CH:11]=1)=[O:5].[NH2:20][CH:21]1[CH2:26][CH2:25][N:24]([CH3:27])[CH2:23][CH2:22]1.CCN=C=NCCCN(C)C.C1C=CC2N(O)N=NC=2C=1. The catalyst is CN(C=O)C.CCOC(C)=O. The product is [CH3:27][N:24]1[CH2:25][CH2:26][CH:21]([NH:20][C:12]([C:8]2[C:7]([NH:6][C:4](=[O:5])[C:3]3[C:15]([F:19])=[CH:16][CH:17]=[CH:18][C:2]=3[F:1])=[CH:11][NH:10][N:9]=2)=[O:14])[CH2:22][CH2:23]1. The yield is 0.690. (4) The catalyst is O. The product is [CH3:22][N:23]([N:12]=[N:1][C:2]1[C:3]([C:7]([O:9][CH3:10])=[O:8])=[CH:4][S:5][CH:6]=1)[CH3:24]. The yield is 0.0800. The reactants are [NH2:1][C:2]1[C:3]([C:7]([O:9][CH3:10])=[O:8])=[CH:4][S:5][CH:6]=1.Cl.[N:12]([O-])=O.[Na+].C([O-])([O-])=O.[K+].[K+].[CH3:22][NH:23][CH3:24]. (5) The reactants are Br[C:2]1[S:3][CH:4]=[C:5]([CH3:7])[N:6]=1.[CH2:8]([N:12]1[N:16]=[C:15]2[CH:17]=[CH:18][CH:19]=[CH:20][C:14]2=[N:13]1)[CH2:9][C:10]#[CH:11]. No catalyst specified. The product is [CH3:7][C:5]1[N:6]=[C:2]([C:11]#[C:10][CH2:9][CH2:8][N:12]2[N:13]=[C:14]3[CH:20]=[CH:19][CH:18]=[CH:17][C:15]3=[N:16]2)[S:3][CH:4]=1. The yield is 0.270. (6) The reactants are [F:1][C:2]([F:19])([C:5]([F:18])([F:17])[CH2:6][O:7][CH2:8]/[CH:9]=[CH:10]/[C:11]1[CH:16]=[CH:15][CH:14]=[CH:13][CH:12]=1)[CH:3]=O.FC1(F)C=CC(/[C:27](=C\C)/[C:28]([O:30][CH2:31][CH3:32])=[O:29])=CC1. No catalyst specified. The product is [F:1][C:2]([F:19])([C:5]([F:18])([F:17])[CH2:6][O:7][CH2:8]/[CH:9]=[CH:10]/[C:11]1[CH:16]=[CH:15][CH:14]=[CH:13][CH:12]=1)/[CH:3]=[CH:27]/[C:28]([O:30][CH2:31][CH3:32])=[O:29]. The yield is 0.700. (7) The reactants are Br[C:2]1[S:6][C:5]2[CH:7]=[CH:8][CH:9]=[CH:10][C:4]=2[CH:3]=1.[N:11]1[CH:16]=[CH:15][CH:14]=[CH:13][CH:12]=1.[Cu]C#N.C(N)CN. The catalyst is CN(C)C=O.O. The yield is 0.390. The product is [C:12]([C:10]1[C:4]2[CH:3]=[CH:2][S:6][C:5]=2[CH:7]=[CH:8][CH:9]=1)#[N:11].[C:16]([C:15]1[CH:14]=[CH:13][C:12]2[CH:3]=[CH:2][S:6][C:5]=2[CH:4]=1)#[N:11]. (8) The reactants are [N:1]#[C:2]Br.[CH3:4][C:5]1[CH:10]=[C:9]([CH3:11])[CH:8]=[C:7]([CH3:12])[C:6]=1[NH:13][CH2:14][CH2:15][NH2:16]. The catalyst is C(O)C. The product is [CH3:12][C:7]1[CH:8]=[C:9]([CH3:11])[CH:10]=[C:5]([CH3:4])[C:6]=1[N:13]1[CH2:14][CH2:15][N:16]=[C:2]1[NH2:1]. The yield is 0.900.